This data is from Peptide-MHC class I binding affinity with 185,985 pairs from IEDB/IMGT. The task is: Regression. Given a peptide amino acid sequence and an MHC pseudo amino acid sequence, predict their binding affinity value. This is MHC class I binding data. The peptide sequence is HLENDKIEDL. The MHC is HLA-A02:03 with pseudo-sequence HLA-A02:03. The binding affinity (normalized) is 0.443.